This data is from Full USPTO retrosynthesis dataset with 1.9M reactions from patents (1976-2016). The task is: Predict the reactants needed to synthesize the given product. (1) Given the product [CH3:25][Si:26]([CH3:28])([CH3:27])[O:21][CH2:20][CH2:19][O:18][C:14]1([C:12]#[N:13])[CH2:17][CH2:16][CH2:15]1, predict the reactants needed to synthesize it. The reactants are: C(OC(=O)C(ON)=C([C:12]([C:14]1([O:18][CH2:19][CH2:20][OH:21])[CH2:17][CH2:16][CH2:15]1)=[NH:13])C(OCC)=O)C.[CH3:25][Si:26](C#N)([CH3:28])[CH3:27]. (2) Given the product [CH3:28][C:25]1[CH:26]=[CH:27][C:22]([S:19]([N:5]([C@H:6]([C:16]([OH:18])=[O:17])[CH2:7][CH2:8][CH2:9][CH2:10][NH:11][C:12]([CH2:13][NH:43][CH2:42][C:41]2[CH:44]=[CH:45][CH:46]=[C:47]([O:48][CH3:49])[C:40]=2[O:39][CH3:38])=[O:15])[CH2:1][CH:2]([CH3:4])[CH3:3])(=[O:21])=[O:20])=[CH:23][CH:24]=1, predict the reactants needed to synthesize it. The reactants are: [CH2:1]([N:5]([S:19]([C:22]1[CH:27]=[CH:26][C:25]([CH3:28])=[CH:24][CH:23]=1)(=[O:21])=[O:20])[C@H:6]([C:16]([OH:18])=[O:17])[CH2:7][CH2:8][CH2:9][CH2:10][NH:11][C:12](=[O:15])[CH2:13]I)[CH:2]([CH3:4])[CH3:3].CCN(C(C)C)C(C)C.[CH3:38][O:39][C:40]1[C:47]([O:48][CH3:49])=[CH:46][CH:45]=[CH:44][C:41]=1[CH2:42][NH2:43].